From a dataset of Catalyst prediction with 721,799 reactions and 888 catalyst types from USPTO. Predict which catalyst facilitates the given reaction. Reactant: [Br:1][C:2]1[C:3](=[O:30])[N:4]([C:19]2[C:27]([F:28])=[CH:26][C:22]([C:23](O)=[O:24])=[CH:21][C:20]=2[F:29])[C:5]([CH3:18])=[CH:6][C:7]=1[O:8][CH2:9][C:10]1[CH:15]=[CH:14][C:13]([F:16])=[CH:12][C:11]=1[F:17].ClC1N=C(OC)N=C(OC)[N:33]=1.CN1CCOCC1.[OH-].[NH4+]. Product: [Br:1][C:2]1[C:3](=[O:30])[N:4]([C:19]2[C:27]([F:28])=[CH:26][C:22]([C:23]([NH2:33])=[O:24])=[CH:21][C:20]=2[F:29])[C:5]([CH3:18])=[CH:6][C:7]=1[O:8][CH2:9][C:10]1[CH:15]=[CH:14][C:13]([F:16])=[CH:12][C:11]=1[F:17]. The catalyst class is: 220.